Task: Predict which catalyst facilitates the given reaction.. Dataset: Catalyst prediction with 721,799 reactions and 888 catalyst types from USPTO (1) Reactant: Br[CH:2]1[C:8](=O)[CH2:7][CH2:6][C:5]2[CH:10]=[C:11]([N:14]3[CH2:18][C@H:17]([CH2:19][NH:20][C:21](=[O:23])[CH3:22])[O:16][C:15]3=[O:24])[CH:12]=[CH:13][C:4]=2[CH2:3]1.[C:25]([NH2:28])(=[S:27])[CH3:26].C(=O)(O)[O-].[Na+]. Product: [CH3:26][C:25]1[S:27][C:2]2[CH2:3][C:4]3[CH:13]=[CH:12][C:11]([N:14]4[CH2:18][C@H:17]([CH2:19][NH:20][C:21](=[O:23])[CH3:22])[O:16][C:15]4=[O:24])=[CH:10][C:5]=3[CH2:6][CH2:7][C:8]=2[N:28]=1. The catalyst class is: 8. (2) Reactant: Cl.[F:2][C:3]1[CH:4]=[C:5]([CH:17]=[CH:18][C:19]=1[F:20])[CH2:6][NH:7][C:8](=[O:16])[CH:9]=[C:10]1[CH2:15][CH2:14][NH:13][CH2:12][CH2:11]1.[F:21][C:22]1[CH:30]=[CH:29][C:25]([CH2:26][CH2:27]Br)=[CH:24][CH:23]=1. Product: [F:2][C:3]1[CH:4]=[C:5]([CH:17]=[CH:18][C:19]=1[F:20])[CH2:6][NH:7][C:8](=[O:16])[CH:9]=[C:10]1[CH2:15][CH2:14][N:13]([CH2:27][CH2:26][C:25]2[CH:29]=[CH:30][C:22]([F:21])=[CH:23][CH:24]=2)[CH2:12][CH2:11]1. The catalyst class is: 624. (3) Reactant: [NH2:1][C:2]1[CH:3]=[CH:4][C:5]([CH3:26])=[C:6]([C:8]([C:10]2[CH:15]=[CH:14][C:13]([NH:16][C:17]3[CH:22]=[CH:21][C:20]([F:23])=[CH:19][C:18]=3[F:24])=[CH:12][C:11]=2[Cl:25])=[O:9])[CH:7]=1.[CH2:27]([N:30]=[C:31]=[O:32])[CH2:28][CH3:29]. Product: [Cl:25][C:11]1[CH:12]=[C:13]([NH:16][C:17]2[CH:22]=[CH:21][C:20]([F:23])=[CH:19][C:18]=2[F:24])[CH:14]=[CH:15][C:10]=1[C:8]([C:6]1[CH:7]=[C:2]([NH:1][C:31]([NH:30][CH2:27][CH2:28][CH3:29])=[O:32])[CH:3]=[CH:4][C:5]=1[CH3:26])=[O:9]. The catalyst class is: 17. (4) Reactant: Cl.[Cl:2][C:3]1[CH:8]=[CH:7][C:6]([C@H:9]2[CH2:14][CH2:13][NH:12][CH2:11][C@H:10]2[CH3:15])=[C:5]([F:16])[CH:4]=1.C(N(CC)CC)C.[O-]S([O-])(=O)=O.[Mg+2].O.Cl.[CH3:32][N:33]1[C:41]2[C:36](=[N:37][CH:38]=[CH:39][CH:40]=2)[N:35]=[C:34]1[CH:42]=O.[BH-](OC(C)=O)(OC(C)=O)OC(C)=O.[Na+]. Product: [Cl:2][C:3]1[CH:8]=[CH:7][C:6]([C@H:9]2[CH2:14][CH2:13][N:12]([CH2:42][C:34]3[N:33]([CH3:32])[C:41]4[C:36]([N:35]=3)=[N:37][CH:38]=[CH:39][CH:40]=4)[CH2:11][C@H:10]2[CH3:15])=[C:5]([F:16])[CH:4]=1. The catalyst class is: 2. (5) Reactant: [Cl:1][C:2]1[CH:28]=[CH:27][CH:26]=[C:25]([C:29]([F:32])([F:31])[F:30])[C:3]=1[C:4]([N:6]1[C:14]2[C:9](=[CH:10][CH:11]=[CH:12][CH:13]=2)[C:8]([C:15]2[CH:16]=[C:17]3[C:21](=[CH:22][CH:23]=2)[C:20](=[O:24])[O:19][CH2:18]3)=[N:7]1)=[O:5].[Li+].[OH-].[CH:35]1[CH:40]=[CH:39][C:38](CBr)=[CH:37][CH:36]=1.C1C[O:46][CH2:45]C1. Product: [Cl:1][C:2]1[CH:28]=[CH:27][CH:26]=[C:25]([C:29]([F:32])([F:31])[F:30])[C:3]=1[C:4]([N:6]1[C:14]2[C:9](=[CH:10][CH:11]=[CH:12][CH:13]=2)[C:8]([C:15]2[CH:23]=[CH:22][C:21]([C:20]([O:19][CH2:18][C:35]3[CH:40]=[CH:39][CH:38]=[CH:37][CH:36]=3)=[O:24])=[C:17]([CH2:45][OH:46])[CH:16]=2)=[N:7]1)=[O:5]. The catalyst class is: 238. (6) Reactant: C(O)[C@H]1O[C@@H](O[C@H]2[C@H](O)[C@@H](O)[C@H](O)O[C@@H]2CO)[C@H](O)[C@@H](O)[C@@H]1O.[C:24]([O:34]C)(=[O:33])[CH2:25][CH2:26][CH2:27][CH2:28][C:29]([O:31]C)=[O:30].CN(C1C=CC=CN=1)C.C(Cl)(=O)CCCCC(Cl)=O. Product: [C:24]([OH:34])(=[O:33])[CH2:25][CH2:26][CH2:27][CH2:28][C:29]([OH:31])=[O:30]. The catalyst class is: 12. (7) Reactant: [CH2:1]([CH:8]1[CH2:13][CH2:12][N:11]([CH2:14][C:15]([NH:17][C:18]2[CH:23]=[CH:22][C:21]([O:24]C)=[CH:20][CH:19]=2)=[O:16])[CH2:10][CH2:9]1)[C:2]1[CH:7]=[CH:6][CH:5]=[CH:4][CH:3]=1.B(Br)(Br)Br. Product: [CH2:1]([CH:8]1[CH2:9][CH2:10][N:11]([CH2:14][C:15]([NH:17][C:18]2[CH:19]=[CH:20][C:21]([OH:24])=[CH:22][CH:23]=2)=[O:16])[CH2:12][CH2:13]1)[C:2]1[CH:3]=[CH:4][CH:5]=[CH:6][CH:7]=1. The catalyst class is: 4. (8) Reactant: [C:1]([O:5][C:6](=[O:15])[NH:7][CH:8]([CH3:14])[CH:9]([OH:13])[CH2:10][O:11][CH3:12])([CH3:4])([CH3:3])[CH3:2].C(N(CC)CC)C.C(=O)([O-])O.[Na+]. Product: [C:1]([O:5][C:6](=[O:15])[NH:7][CH:8]([CH3:14])[C:9](=[O:13])[CH2:10][O:11][CH3:12])([CH3:4])([CH3:2])[CH3:3]. The catalyst class is: 16. (9) Reactant: C1(C([O:9]C(C2C=CC=CC=2)=[Se])=[Se])C=CC=CC=1.[Cl:18][C:19]1[CH:20]=[C:21]2[C:26](=[CH:27][CH:28]=1)[C:25]([OH:29])=[CH:24][CH:23]=[CH:22]2. Product: [Cl:18][C:19]1[CH:20]=[C:21]2[C:26](=[CH:27][CH:28]=1)[C:25](=[O:29])[C:24](=[O:9])[CH:23]=[CH:22]2. The catalyst class is: 7. (10) Reactant: N1C=CC(=O)N=1.[Br-].[CH3:8][C:9]1[N:10]([C:18]2[CH:23]=[CH:22][CH:21]=[CH:20][CH:19]=2)[N+:11]2CCC[O:13][C:12]=2[CH:17]=1.CC1(CC(OCC)=O)OCCO1.C1(NN)C=CC=CC=1.C[O-].[Na+].CC1(CC(NNC2C=CC=CC=2)=O)OCCO1.Cl. Product: [OH:13][C:12]1[CH:17]=[C:9]([CH3:8])[N:10]([C:18]2[CH:19]=[CH:20][CH:21]=[CH:22][CH:23]=2)[N:11]=1. The catalyst class is: 48.